From a dataset of Experimentally validated miRNA-target interactions with 360,000+ pairs, plus equal number of negative samples. Binary Classification. Given a miRNA mature sequence and a target amino acid sequence, predict their likelihood of interaction. (1) The miRNA is hsa-miR-6827-3p with sequence ACCGUCUCUUCUGUUCCCCAG. The protein sequence of the target gene is MRLTRCQAALAAAITLNLLVLFYVSWLQHQPRNSRARGPRRASAAGPRVTVLVREFEAFDNAVPELVDSFLQQDPAQPVVVAADTLPYPPLALPRIPNVRLALLQPALDRPAAASRPETYVATEFVALVPDGARAEAPGLLERMVEALRAGSARLVAAPVATANPARCLALNVSLREWTARYGAAPAAPRCDALDGDAVVLLRARDLFNLSAPLARPVGTSLFLQTALRGWAVQLLDLTFAAARQPPLATAHARWKAEREGRARRAALLRALGIRLVSWEGGRLEWFGCNKETTRCFGTV.... Result: 1 (interaction). (2) The miRNA is rno-miR-92b-3p with sequence UAUUGCACUCGUCCCGGCCUCC. The protein sequence of the target gene is MDTFTVQDSTAMSWWRNNFWIILAVAIIVVSVGLGLILYCVCKWQLRRGKKWEIAKPLKHKQVDEEKMYENVLNESPVQLPPLPPRNWPSLEDSSPQEAPSQPPATYSLVNKVKNKKTVSIPSYIEPEDDYDDVEIPANTEKASF. Result: 0 (no interaction). (3) The miRNA is hsa-miR-22-5p with sequence AGUUCUUCAGUGGCAAGCUUUA. The protein sequence of the target gene is MRQKEVLAKSFQGPAAVCRTPNSHVYMFNNGSGDSGDSSEEESHQVVLRPRGKEHQKNSSQRPGAGTMVLLQRELAQEDSLNKLALQYGCKVADIKKANNFIREQDLYALKSIKIPVRNHGILTETHQELMPLGASSSETRVTLVDLPEDEDAGGATTQGNQLTDFFKGIDENIERAVHSDVFHGDSCCVEAPDQLLLPITQKPVADGADCGIQWWNAVFLMLLIGIVLPVFYLVYFKIQATGEPSNGLNATVVPNGSMTLSPVPGQAPRLAIPVPTLPASDSQVSPTTQAGA. Result: 0 (no interaction). (4) The miRNA is hsa-miR-1910-3p with sequence GAGGCAGAAGCAGGAUGACA. The protein sequence of the target gene is MAGAVPGAIMDEDYYGSAAEWGDEADGGQQEDDSGEGEDDAEVQQECLHKFSTRDYIMEPSIFNTLKRYFQAGGSPENVIQLLSENYTAVAQTVNLLAEWLIQTGVEPVQVQETVENHLKSLLIKHFDPRKADSIFTEEGETPAWLEQMIAHTTWRDLFYKLAEAHPDCLMLNFTVKLISDAGYQGEITSVSTACQQLEVFSRVLRTSLATILDGGEENLEKNLPEFAKMVCHGEHTYLFAQAMMSVLAQEEQGGSAVRRIAQEVQRFAQEKGHDASQITLALGTAASYPRACQALGAML.... Result: 0 (no interaction). (5) The miRNA is hsa-miR-519b-3p with sequence AAAGUGCAUCCUUUUAGAGGUU. The protein sequence of the target gene is MGTSPSSSTALASCSRIARRATATMIAGSLLLLGFLSTTTAQPEQKASNLIGTYRHVDRATGQVLTCDKCPAGTYVSEHCTNTSLRVCSSCPVGTFTRHENGIEKCHDCSQPCPWPMIEKLPCAALTDRECTCPPGMFQSNATCAPHTVCPVGWGVRKKGTETEDVRCKQCARGTFSDVPSSVMKCKAYTDCLSQNLVVIKPGTKETDNVCGTLPSFSSSTSPSPGTAIFPRPEHMETHEVPSSTYVPKGMNSTESNSSASVRPKVLSSIQEGTVPDNTSSARGKEDVNKTLPNLQVVNH.... Result: 1 (interaction). (6) The miRNA is hsa-miR-335-5p with sequence UCAAGAGCAAUAACGAAAAAUGU. The protein sequence of the target gene is MRALVLLGCLLASLLFSGQAEETEDANEEAPLRDRSHIEKTLMLNEDKPSDDYSAVLQRLRKIYHSSIKPLEQSYKYNELRQHEITDGEITSKPMVLFLGPWSVGKSTMINYLLGLENTRYQLYTGAEPTTSEFTVLMHGPKLKTIEGIVMAADSARSFSPLEKFGQNFLEKLIGIEVPHKLLERVTFVDTPGIIENRKQQERGYPFNDVCQWFIDRADLIFVVFDPTKLDVGLELEMLFRQLKGRESQIRIILNKADNLATQMLMRVYGALFWSLAPLINVTEPPRVYVSSFWPQEYKP.... Result: 1 (interaction).